Task: Predict the reaction yield, written as a fraction of the theoretical maximum amount of product (1.0 means a 100% yield; for example, 0.34 means a 34% yield).. Dataset: Reaction yield outcomes from USPTO patents with 853,638 reactions The reactants are Br[C:2]1[N:3]=[CH:4][O:5][C:6]=1[C:7]1[CH:12]=[CH:11][C:10]([C:13]([F:16])([F:15])[F:14])=[CH:9][C:8]=1[F:17].[CH2:18](Cl)Cl.C[Zn]C. The catalyst is O1CCOCC1.C1C=CC(P(C2C=CC=CC=2)[C-]2C=CC=C2)=CC=1.C1C=CC(P(C2C=CC=CC=2)[C-]2C=CC=C2)=CC=1.Cl[Pd]Cl.[Fe+2]. The product is [F:17][C:8]1[CH:9]=[C:10]([C:13]([F:16])([F:15])[F:14])[CH:11]=[CH:12][C:7]=1[C:6]1[O:5][CH:4]=[N:3][C:2]=1[CH3:18]. The yield is 0.780.